This data is from Forward reaction prediction with 1.9M reactions from USPTO patents (1976-2016). The task is: Predict the product of the given reaction. (1) Given the reactants Cl[C:2]1[N:7]=[C:6]([C:8]2[CH:9]=[C:10]3[C:15](=[CH:16][CH:17]=2)[N:14]=[CH:13][CH:12]=[CH:11]3)[CH:5]=[C:4](Cl)[N:3]=1.CC([OH:22])C.[CH3:23][O:24][C:25]1[CH:26]=[C:27]([CH:30]=[CH:31][CH:32]=1)[CH2:28][NH2:29].Cl.O1CCOCC1, predict the reaction product. The product is: [CH3:23][O:24][C:25]1[CH:26]=[C:27]([CH:30]=[CH:31][CH:32]=1)[CH2:28][NH:29][C:2]1[NH:7][C:6]([C:8]2[CH:9]=[C:10]3[C:15](=[CH:16][CH:17]=2)[N:14]=[CH:13][CH:12]=[CH:11]3)=[CH:5][C:4](=[O:22])[N:3]=1. (2) Given the reactants C(OC(=O)[NH:7][C:8]1[CH:13]=[CH:12][C:11]([OH:14])=[C:10]([C:15]2[O:19][N:18]=[C:17]([C:20]3[C:25]([CH3:26])=[CH:24][CH:23]=[CH:22][N:21]=3)[N:16]=2)[CH:9]=1)(C)(C)C.C(O)(C(F)(F)F)=O, predict the reaction product. The product is: [NH2:7][C:8]1[CH:13]=[CH:12][C:11]([OH:14])=[C:10]([C:15]2[O:19][N:18]=[C:17]([C:20]3[C:25]([CH3:26])=[CH:24][CH:23]=[CH:22][N:21]=3)[N:16]=2)[CH:9]=1.